From a dataset of Forward reaction prediction with 1.9M reactions from USPTO patents (1976-2016). Predict the product of the given reaction. (1) Given the reactants [OH:1][CH2:2][CH2:3][CH2:4][CH2:5][CH2:6][CH2:7][O:8][C:9]1[CH:17]=[CH:16][C:12]([C:13]([OH:15])=[O:14])=[C:11]([F:18])[CH:10]=1.CN(C)[C:21]1[CH:26]=[CH:25][CH:24]=[CH:23][CH:22]=1.[O:28]1C[CH2:31][CH2:30][CH2:29]1.C(Cl)(=O)C=C, predict the reaction product. The product is: [C:29]([CH2:22][CH2:23][CH2:24][CH2:25][CH2:26][CH2:21][O:1][CH2:2][CH2:3][CH2:4][CH2:5][CH2:6][CH2:7][O:8][C:9]1[CH:17]=[CH:16][C:12]([C:13]([OH:15])=[O:14])=[C:11]([F:18])[CH:10]=1)(=[O:28])[CH:30]=[CH2:31]. (2) Given the reactants [N:1]1[CH:6]=[CH:5][CH:4]=[CH:3][C:2]=1[NH:7][C:8](=[O:16])OC1C=CC=CC=1.[C:17]([C:21]1[CH:25]=[C:24]([CH2:26][NH2:27])[N:23]([C:28]2[CH:33]=[CH:32][CH:31]=[C:30]([Cl:34])[CH:29]=2)[N:22]=1)([CH3:20])([CH3:19])[CH3:18], predict the reaction product. The product is: [C:17]([C:21]1[CH:25]=[C:24]([CH2:26][NH:27][C:8]([NH:7][C:2]2[CH:3]=[CH:4][CH:5]=[CH:6][N:1]=2)=[O:16])[N:23]([C:28]2[CH:33]=[CH:32][CH:31]=[C:30]([Cl:34])[CH:29]=2)[N:22]=1)([CH3:20])([CH3:18])[CH3:19]. (3) Given the reactants C(C1C=C([NH:10][C:11]([NH:13][C:14]2[CH:19]=[CH:18][C:17]([Cl:20])=[CH:16][CH:15]=2)=[O:12])N(C2C=C(C=CC=2)C(OCC)=O)N=1)(C)(C)C, predict the reaction product. The product is: [Cl:20][C:17]1[CH:16]=[CH:15][C:14]([NH:13][C:11](=[O:12])[NH2:10])=[CH:19][CH:18]=1. (4) The product is: [C:20]([NH:19][C@@H:14]1[C:13](=[O:28])[N:12]2[C@H:7]([C:5]([OH:6])=[O:4])[CH2:8][CH2:9][CH2:10][N:11]2[C:17](=[O:18])[CH2:16][CH2:15]1)(=[O:27])[C:21]1[CH:26]=[CH:25][CH:24]=[CH:23][CH:22]=1. Given the reactants [OH-].[Li+].C[O:4][C:5]([C@H:7]1[N:12]2[C:13](=[O:28])[C@@H:14]([NH:19][C:20](=[O:27])[C:21]3[CH:26]=[CH:25][CH:24]=[CH:23][CH:22]=3)[CH2:15][CH2:16][C:17](=[O:18])[N:11]2[CH2:10][CH2:9][CH2:8]1)=[O:6], predict the reaction product. (5) Given the reactants [C:1]([O:5][C@@H:6]([C:10]1[C:19]([CH3:20])=[CH:18][C:17]2[C:12](=[CH:13][CH:14]=[C:15]([C:21]3[CH:26]=[CH:25][N:24]=CC=3)[CH:16]=2)[C:11]=1[C:27]1[CH:32]=[CH:31][C:30]([Cl:33])=[CH:29][CH:28]=1)[C:7]([OH:9])=[O:8])([CH3:4])([CH3:3])[CH3:2].[N:34]1C=CC(B(O)O)=CC=1, predict the reaction product. The product is: [C:1]([O:5][C@@H:6]([C:10]1[C:19]([CH3:20])=[CH:18][C:17]2[C:12](=[CH:13][CH:14]=[C:15]([C:21]3[NH:34][N:24]=[CH:25][CH:26]=3)[CH:16]=2)[C:11]=1[C:27]1[CH:32]=[CH:31][C:30]([Cl:33])=[CH:29][CH:28]=1)[C:7]([OH:9])=[O:8])([CH3:4])([CH3:2])[CH3:3]. (6) Given the reactants [Cl:1][C:2]1[C:11]2[C:6](=[CH:7][CH:8]=[CH:9][CH:10]=2)[N:5]=[C:4]([CH2:12][Cl:13])[N:3]=1.[CH3:14][O:15][C:16]1[CH:21]=[CH:20][C:19]([NH:22][CH3:23])=[CH:18][CH:17]=1.Cl, predict the reaction product. The product is: [ClH:1].[Cl:13][CH2:12][C:4]1[N:3]=[C:2]([N:22]([C:19]2[CH:20]=[CH:21][C:16]([O:15][CH3:14])=[CH:17][CH:18]=2)[CH3:23])[C:11]2[C:6](=[CH:7][CH:8]=[CH:9][CH:10]=2)[N:5]=1. (7) Given the reactants [CH3:1][O:2][C:3]1[CH:4]=[N:5][C:6]2[CH:7]=[CH:8][CH:9]=[C:10]([OH:13])[C:11]=2[N:12]=1.C(N(CC)CC)C.C1C=CC(N([S:28]([C:31]([F:34])([F:33])[F:32])(=[O:30])=[O:29])[S:28]([C:31]([F:34])([F:33])[F:32])(=[O:30])=[O:29])=CC=1, predict the reaction product. The product is: [CH3:1][O:2][C:3]1[CH:4]=[N:5][C:6]2[C:11]([N:12]=1)=[C:10]([O:13][S:28]([C:31]([F:34])([F:33])[F:32])(=[O:30])=[O:29])[CH:9]=[CH:8][CH:7]=2. (8) Given the reactants [O:1]=[C:2]1[CH2:11][CH2:10][C:9]2[C:4](=[CH:5][CH:6]=[C:7]([S:12](Cl)(=[O:14])=[O:13])[CH:8]=2)[NH:3]1.[CH3:16][C:17]1[CH:18]=[C:19]([CH:21]=[CH:22][C:23]=1[CH3:24])[NH2:20].CCN(C(C)C)C(C)C, predict the reaction product. The product is: [CH3:16][C:17]1[CH:18]=[C:19]([NH:20][S:12]([C:7]2[CH:8]=[C:9]3[C:4](=[CH:5][CH:6]=2)[NH:3][C:2](=[O:1])[CH2:11][CH2:10]3)(=[O:14])=[O:13])[CH:21]=[CH:22][C:23]=1[CH3:24]. (9) The product is: [Br:1][C:2]1[CH:3]=[C:4]([NH:8][C:9]2[C:18]3[C:13](=[CH:14][CH:15]=[C:16]([NH:19][C:20](=[O:24])[C:21]([C:22]#[N:23])=[CH:28][CH:25]4[CH2:27][CH2:26]4)[CH:17]=3)[N:12]=[CH:11][N:10]=2)[CH:5]=[CH:6][CH:7]=1. Given the reactants [Br:1][C:2]1[CH:3]=[C:4]([NH:8][C:9]2[C:18]3[C:13](=[CH:14][CH:15]=[C:16]([NH:19][C:20](=[O:24])[CH2:21][C:22]#[N:23])[CH:17]=3)[N:12]=[CH:11][N:10]=2)[CH:5]=[CH:6][CH:7]=1.[CH:25]1([CH:28]=O)[CH2:27][CH2:26]1.C([O-])(=O)C.[NH2+]1CCCCC1.CC(O)C, predict the reaction product.